From a dataset of Catalyst prediction with 721,799 reactions and 888 catalyst types from USPTO. Predict which catalyst facilitates the given reaction. (1) Reactant: [CH3:1][N:2]1[C:10]2[CH:9]=[CH:8][CH:7]=[C:6]3[CH2:11][CH2:12][N:13]([C:15]([O:17][C:18]([CH3:21])([CH3:20])[CH3:19])=[O:16])[CH2:14][CH:4]([C:5]=23)[CH2:3]1.C(#N)C.[Cl:25]N1C(=O)CCC1=O. Product: [Cl:25][C:7]1[CH:8]=[CH:9][C:10]2[N:2]([CH3:1])[CH2:3][CH:4]3[CH2:14][N:13]([C:15]([O:17][C:18]([CH3:21])([CH3:20])[CH3:19])=[O:16])[CH2:12][CH2:11][C:6]=1[C:5]=23. The catalyst class is: 6. (2) Reactant: [OH:1][CH2:2][C:3]1[O:4][CH:5]=[C:6]([O:10][CH2:11][CH2:12][CH2:13][CH2:14][CH2:15][S:16][C:17]2[C:26]3[C:21](=[CH:22][C:23]([C:27]([F:30])([F:29])[F:28])=[CH:24][CH:25]=3)[N:20]=[CH:19][CH:18]=2)[C:7](=[O:9])[CH:8]=1.C1[CH2:35][O:34][CH2:33]C1.[H-].[Na+].ClCOC. Product: [CH3:33][O:34][CH2:35][O:1][CH2:2][C:3]1[O:4][CH:5]=[C:6]([O:10][CH2:11][CH2:12][CH2:13][CH2:14][CH2:15][S:16][C:17]2[C:26]3[C:21](=[CH:22][C:23]([C:27]([F:30])([F:29])[F:28])=[CH:24][CH:25]=3)[N:20]=[CH:19][CH:18]=2)[C:7](=[O:9])[CH:8]=1. The catalyst class is: 6. (3) Reactant: [CH:1]1([N:8]2[C:12]3[N:13]=[C:14]([NH:17][C:18]4[CH:23]=[CH:22][C:21]([N:24]5[C:29](=[O:30])[CH2:28][C@H:27]6[CH2:31][NH:32][CH2:33][C@H:26]6[CH2:25]5)=[CH:20][N:19]=4)[N:15]=[CH:16][C:11]=3[CH:10]=[C:9]2[C:34]([N:36]([CH3:38])[CH3:37])=[O:35])[CH2:7][CH2:6][CH2:5][CH2:4][CH2:3][CH2:2]1.[CH2:39]=O.[Na]. Product: [CH:1]1([N:8]2[C:12]3[N:13]=[C:14]([NH:17][C:18]4[CH:23]=[CH:22][C:21]([N:24]5[C:29](=[O:30])[CH2:28][C@H:27]6[CH2:31][N:32]([CH3:39])[CH2:33][C@H:26]6[CH2:25]5)=[CH:20][N:19]=4)[N:15]=[CH:16][C:11]=3[CH:10]=[C:9]2[C:34]([N:36]([CH3:38])[CH3:37])=[O:35])[CH2:7][CH2:6][CH2:5][CH2:4][CH2:3][CH2:2]1. The catalyst class is: 1. (4) Reactant: [Cl:1][C:2]1[N:3]=[C:4]([C:9]2[CH:10]=[N:11][CH:12]=[CH:13][CH:14]=2)[NH:5][C:6]=1[CH2:7][OH:8]. Product: [Cl:1][C:2]1[N:3]=[C:4]([C:9]2[CH:10]=[N:11][CH:12]=[CH:13][CH:14]=2)[NH:5][C:6]=1[CH:7]=[O:8]. The catalyst class is: 327. (5) Reactant: [CH2:1]([O:3][C:4]([C:6]1[S:10][CH:9]=[N:8][C:7]=1[NH2:11])=[O:5])[CH3:2].[N:12]([O-])=O.[Na+]. Product: [CH2:1]([O:3][C:4]([C:6]1[S:10][CH:9]=[N:8][C:7]=1[NH:11][NH2:12])=[O:5])[CH3:2]. The catalyst class is: 33. (6) Reactant: [NH:1]1[C:9]2[C:4](=[CH:5][CH:6]=[CH:7][CH:8]=2)[C:3]([CH:10]=[O:11])=[CH:2]1.[H-].[Na+].Cl[C:15]([O:17][CH2:18][CH3:19])=[O:16]. Product: [CH:10]([C:3]1[C:4]2[C:9](=[CH:8][CH:7]=[CH:6][CH:5]=2)[N:1]([C:15]([O:17][CH2:18][CH3:19])=[O:16])[CH:2]=1)=[O:11]. The catalyst class is: 16.